Dataset: Forward reaction prediction with 1.9M reactions from USPTO patents (1976-2016). Task: Predict the product of the given reaction. (1) Given the reactants [Br:1][C:2]1[CH:3]=[C:4]([Cl:11])[C:5]([C:8]([OH:10])=[O:9])=[N:6][CH:7]=1.[CH3:12][C:13](OC(OC(O[C:13]([CH3:15])([CH3:14])[CH3:12])=O)=O)([CH3:15])[CH3:14].[NH4+].[Cl-], predict the reaction product. The product is: [Br:1][C:2]1[CH:3]=[C:4]([Cl:11])[C:5]([C:8]([O:10][C:13]([CH3:15])([CH3:14])[CH3:12])=[O:9])=[N:6][CH:7]=1. (2) The product is: [CH2:1]([C:3]1[C:4]([NH:11][CH:12]2[C:20]3[C:15](=[CH:16][CH:17]=[CH:18][CH:19]=3)[CH2:14][CH2:13][CH2:22]2)=[N:5][C:6]([CH2:9][CH3:10])=[CH:7][N:8]=1)[CH3:2]. Given the reactants [CH2:1]([C:3]1[C:4]([NH:11][C@@H:12]2[C:20]3[C:15](=[CH:16][CH:17]=[CH:18][CH:19]=3)[CH2:14][C@@H:13]2O)=[N:5][C:6]([CH2:9][CH3:10])=[CH:7][N:8]=1)[CH3:2].[CH:22]1(N)C2C(=CC=CC=2)CCC1, predict the reaction product.